This data is from Forward reaction prediction with 1.9M reactions from USPTO patents (1976-2016). The task is: Predict the product of the given reaction. (1) Given the reactants [CH3:1][C:2]1[NH:3][C:4]2[C:9]([CH:10]=1)=[C:8]([C:11]([F:14])([F:13])[F:12])[C:7]([C:15]#[N:16])=[CH:6][CH:5]=2.BrCC[C:20]1[CH:25]=[C:24]([F:26])[CH:23]=[CH:22][C:21]=1[O:27][C:28]1C=CC(F)=C[C:29]=1CCBr, predict the reaction product. The product is: [F:26][C:24]1[CH:25]=[CH:20][C:21]([O:27][CH2:28][CH2:29][N:3]2[C:4]3[C:9](=[C:8]([C:11]([F:12])([F:14])[F:13])[C:7]([C:15]#[N:16])=[CH:6][CH:5]=3)[CH:10]=[C:2]2[CH3:1])=[CH:22][CH:23]=1. (2) Given the reactants [F:1][C:2]1[CH:3]=[C:4]([C:12]2[CH:17]=[CH:16][CH:15]=[CH:14][CH:13]=2)[CH:5]=[CH:6][C:7]=1[C:8]([O:10]C)=[O:9].[OH-].[Na+].Cl, predict the reaction product. The product is: [F:1][C:2]1[CH:3]=[C:4]([C:12]2[CH:13]=[CH:14][CH:15]=[CH:16][CH:17]=2)[CH:5]=[CH:6][C:7]=1[C:8]([OH:10])=[O:9]. (3) Given the reactants [NH2:1][C:2]1[S:17][C:5]2[CH2:6][N:7]([C:10]([O:12][C:13]([CH3:16])([CH3:15])[CH3:14])=[O:11])[CH2:8][CH2:9][C:4]=2[C:3]=1[C:18](=[O:26])[NH:19][C:20]1[CH:25]=[CH:24][CH:23]=[CH:22][CH:21]=1.[C:27](OC(=O)C)(=[O:29])[CH3:28].C(N(CC)CC)C, predict the reaction product. The product is: [C:27]([NH:1][C:2]1[S:17][C:5]2[CH2:6][N:7]([C:10]([O:12][C:13]([CH3:16])([CH3:14])[CH3:15])=[O:11])[CH2:8][CH2:9][C:4]=2[C:3]=1[C:18](=[O:26])[NH:19][C:20]1[CH:25]=[CH:24][CH:23]=[CH:22][CH:21]=1)(=[O:29])[CH3:28]. (4) Given the reactants C1(P(C2C=CC=CC=2)C2C=CC=CC=2)C=CC=CC=1.[CH2:20]([O:26][C:27]1(C(O)=O)[CH:32]=[CH:31][C:30]([C:33]2[CH:38]=[CH:37][CH:36]=[CH:35][CH:34]=2)=[CH:29][CH2:28]1)[CH2:21][CH2:22][CH2:23][CH2:24][CH3:25].[NH2:42][CH2:43][CH2:44][C:45]1[CH:50]=[CH:49][CH:48]=[CH:47][N:46]=1.CN1CC[O:55][CH2:54]C1, predict the reaction product. The product is: [N:46]1[CH:47]=[CH:48][CH:49]=[CH:50][C:45]=1[CH2:44][CH2:43][NH:42][C:54]([C:36]1[CH:35]=[CH:34][C:33]([C:30]2[CH:29]=[CH:28][C:27]([O:26][CH2:20][CH2:21][CH2:22][CH2:23][CH2:24][CH3:25])=[CH:32][CH:31]=2)=[CH:38][CH:37]=1)=[O:55]. (5) Given the reactants [Cl:1][C:2]1[CH:3]=[C:4]([N:10]([CH2:15][C:16]([F:19])([F:18])[F:17])[CH2:11][C:12]([OH:14])=O)[CH:5]=[CH:6][C:7]=1[C:8]#[N:9].[CH2:20]([NH2:22])[CH3:21], predict the reaction product. The product is: [Cl:1][C:2]1[CH:3]=[C:4]([N:10]([CH2:15][C:16]([F:19])([F:18])[F:17])[CH2:11][C:12]([NH:22][CH2:20][CH3:21])=[O:14])[CH:5]=[CH:6][C:7]=1[C:8]#[N:9]. (6) The product is: [CH:8]1([S:11]([C:14]2[CH:15]=[C:16]([CH:17]=[CH:18][CH:19]=2)[NH2:20])(=[O:13])=[O:12])[CH2:10][CH2:9]1. Given the reactants C([SiH](CC)CC)C.[CH:8]1([S:11]([C:14]2[CH:19]=[CH:18][CH:17]=[C:16]([N+:20]([O-])=O)[CH:15]=2)(=[O:13])=[O:12])[CH2:10][CH2:9]1, predict the reaction product. (7) Given the reactants [NH:1]1[CH2:6][CH2:5][C:4](=[O:7])[CH2:3][CH2:2]1.Cl[CH2:9][CH2:10][CH2:11][O:12][CH2:13][CH2:14][CH2:15][CH3:16], predict the reaction product. The product is: [CH2:13]([O:12][CH2:11][CH2:10][CH2:9][N:1]1[CH2:6][CH2:5][C:4](=[O:7])[CH2:3][CH2:2]1)[CH2:14][CH2:15][CH3:16].